Predict the reactants needed to synthesize the given product. From a dataset of Full USPTO retrosynthesis dataset with 1.9M reactions from patents (1976-2016). Given the product [Br:1][C:2]1[CH:7]=[CH:6][CH:5]=[CH:4][C:3]=1[S:8]([NH:19][C:15]([CH3:18])([CH3:17])[CH3:16])(=[O:10])=[O:9], predict the reactants needed to synthesize it. The reactants are: [Br:1][C:2]1[CH:7]=[CH:6][CH:5]=[CH:4][C:3]=1[S:8](Cl)(=[O:10])=[O:9].C(Cl)Cl.[C:15]([NH2:19])([CH3:18])([CH3:17])[CH3:16].CCN(C(C)C)C(C)C.